Dataset: Catalyst prediction with 721,799 reactions and 888 catalyst types from USPTO. Task: Predict which catalyst facilitates the given reaction. (1) Reactant: [C:1]([O:5][C:6]([N:8]1[CH2:13][CH2:12][N:11]([C:14]2[CH:19]=[CH:18][C:17]([N+:20]([O-])=O)=[C:16]([CH3:23])[N:15]=2)[CH2:10][CH2:9]1)=[O:7])([CH3:4])([CH3:3])[CH3:2].CO.[H][H]. The catalyst class is: 123. Product: [C:1]([O:5][C:6]([N:8]1[CH2:13][CH2:12][N:11]([C:14]2[CH:19]=[CH:18][C:17]([NH2:20])=[C:16]([CH3:23])[N:15]=2)[CH2:10][CH2:9]1)=[O:7])([CH3:4])([CH3:3])[CH3:2]. (2) Reactant: [Cl:1][C:2]1[CH:7]=[C:6]([CH2:8][CH:9]([C:15](=O)[CH2:16][CH2:17][CH3:18])[C:10](OCC)=[O:11])[CH:5]=[CH:4][C:3]=1[C:20]1[CH:25]=[CH:24][CH:23]=[CH:22][C:21]=1[C:26]#[N:27].Cl.[C:29](=[NH:32])([NH2:31])[CH3:30].C[O-].[Na+]. Product: [Cl:1][C:2]1[CH:7]=[C:6]([CH2:8][C:9]2[C:10](=[O:11])[NH:32][C:29]([CH3:30])=[N:31][C:15]=2[CH2:16][CH2:17][CH3:18])[CH:5]=[CH:4][C:3]=1[C:20]1[C:21]([C:26]#[N:27])=[CH:22][CH:23]=[CH:24][CH:25]=1. The catalyst class is: 5. (3) Reactant: [OH:1][CH2:2][C:3]1[C:4]([CH3:28])=[C:5]2[C:10]([NH:11][C:12]3[CH:17]=[CH:16][C:15]([O:18][C:19]4[CH:24]=[CH:23][CH:22]=[CH:21][CH:20]=4)=[CH:14][CH:13]=3)=[C:9]([C:25]#[N:26])[CH:8]=[N:7][N:6]2[CH:27]=1.[CH3:29]C([O-])(C)C.[K+].CI. Product: [CH3:29][O:1][CH2:2][C:3]1[C:4]([CH3:28])=[C:5]2[C:10]([NH:11][C:12]3[CH:13]=[CH:14][C:15]([O:18][C:19]4[CH:24]=[CH:23][CH:22]=[CH:21][CH:20]=4)=[CH:16][CH:17]=3)=[C:9]([C:25]#[N:26])[CH:8]=[N:7][N:6]2[CH:27]=1. The catalyst class is: 198. (4) Reactant: Cl[C:2]1[CH:7]=[CH:6][C:5]([N:8]2[C:16]([CH:17]([CH:29]3[CH2:34][CH2:33][CH2:32][CH2:31][CH2:30]3)/[CH:18]=[CH:19]/[C:20]3[CH:28]=[CH:27][C:23]([C:24]([OH:26])=[O:25])=[CH:22][CH:21]=3)=[C:15]3[C:10]([CH2:11][CH2:12][CH2:13][CH2:14]3)=[N:9]2)=[CH:4][CH:3]=1.CO. Product: [CH:29]1([CH:17]([C:16]2[N:8]([C:5]3[CH:4]=[CH:3][CH:2]=[CH:7][CH:6]=3)[N:9]=[C:10]3[C:15]=2[CH2:14][CH2:13][CH2:12][CH2:11]3)[CH2:18][CH2:19][C:20]2[CH:28]=[CH:27][C:23]([C:24]([OH:26])=[O:25])=[CH:22][CH:21]=2)[CH2:34][CH2:33][CH2:32][CH2:31][CH2:30]1. The catalyst class is: 99. (5) Reactant: [Cl:1][C:2]1[CH:17]=[CH:16][C:5]2[N:6]=[C:7]([N:9]3[CH2:14][CH2:13][CH:12]([NH2:15])[CH2:11][CH2:10]3)[S:8][C:4]=2[CH:3]=1.[CH3:18][C:19]([CH3:21])=O.C(O)(=O)C. Product: [Cl:1][C:2]1[CH:17]=[CH:16][C:5]2[N:6]=[C:7]([N:9]3[CH2:10][CH2:11][CH:12]([NH:15][CH:19]([CH3:21])[CH3:18])[CH2:13][CH2:14]3)[S:8][C:4]=2[CH:3]=1. The catalyst class is: 5. (6) Reactant: [CH3:1][N:2]1[CH2:7][CH2:6][C:5]([C:10]2[CH:15]=[CH:14][C:13]([F:16])=[CH:12][CH:11]=2)([CH2:8][NH2:9])[CH2:4][CH2:3]1.C(N(CC)CC)C.[C:24]([C:26]1[C:27]([O:38][CH3:39])=[C:28]([CH2:36]I)[C:29]2[C:34]([CH:35]=1)=[CH:33][CH:32]=[CH:31][CH:30]=2)#[N:25]. Product: [CH3:1][N:2]1[CH2:3][CH2:4][C:5]([C:10]2[CH:11]=[CH:12][C:13]([F:16])=[CH:14][CH:15]=2)([CH2:8][NH:9][CH2:36][C:28]2[C:29]3[C:34](=[CH:33][CH:32]=[CH:31][CH:30]=3)[CH:35]=[C:26]([C:24]#[N:25])[C:27]=2[O:38][CH3:39])[CH2:6][CH2:7]1. The catalyst class is: 3. (7) Reactant: [CH2:1]([O:3][C:4]1[C:9]([C:10]([F:13])([F:12])[F:11])=[CH:8][CH:7]=[CH:6][N:5]=1)[CH3:2].[Br:14]N1C(C)(C)C(=O)N(Br)C1=O.CCOC(C)=O.CCCCCC. Product: [Br:14][C:7]1[CH:8]=[C:9]([C:10]([F:13])([F:11])[F:12])[C:4]([O:3][CH2:1][CH3:2])=[N:5][CH:6]=1. The catalyst class is: 67. (8) Product: [CH3:25][O:24][C:20]1[CH:19]=[C:18]([C:13]2[CH:12]=[C:7]3[C:8]4[C:3]([CH2:4][CH2:5][N:6]3[C:16](=[O:17])[CH2:15][N:14]=2)=[C:2]([C:31]2[CH:36]=[CH:35][CH:34]=[CH:33][CH:32]=2)[CH:11]=[CH:10][CH:9]=4)[CH:23]=[CH:22][CH:21]=1. The catalyst class is: 77. Reactant: I[C:2]1[CH:11]=[CH:10][CH:9]=[C:8]2[C:3]=1[CH2:4][CH2:5][N:6]1[C:16](=[O:17])[CH2:15][N:14]=[C:13]([C:18]3[CH:23]=[CH:22][CH:21]=[C:20]([O:24][CH3:25])[CH:19]=3)[CH:12]=[C:7]12.C([Sn](CCCC)(CCCC)[C:31]1[CH:36]=[CH:35][CH:34]=[CH:33][CH:32]=1)CCC.